From a dataset of Forward reaction prediction with 1.9M reactions from USPTO patents (1976-2016). Predict the product of the given reaction. (1) The product is: [CH2:29]([O:28][C:25]1[CH:24]=[CH:23][C:22]([S:19]([N:6]([CH2:5][C:4]([OH:33])=[O:3])[CH2:7][C:8]2[CH:13]=[CH:12][C:11]([N:14]3[CH:18]=[N:17][CH:16]=[N:15]3)=[CH:10][CH:9]=2)(=[O:21])=[O:20])=[CH:27][CH:26]=1)[CH2:30][CH:31]=[CH2:32]. Given the reactants C([O:3][C:4](=[O:33])[CH2:5][N:6]([S:19]([C:22]1[CH:27]=[CH:26][C:25]([O:28][CH2:29][CH2:30][CH:31]=[CH2:32])=[CH:24][CH:23]=1)(=[O:21])=[O:20])[CH2:7][C:8]1[CH:13]=[CH:12][C:11]([N:14]2[CH:18]=[N:17][CH:16]=[N:15]2)=[CH:10][CH:9]=1)C.O.[OH-].[Li+].O.Cl, predict the reaction product. (2) Given the reactants [Cl:1]N1C(=O)CCC1=O.[NH2:9][C:10]1[CH:15]=[CH:14][C:13]([CH2:16][C:17]#[N:18])=[CH:12][CH:11]=1, predict the reaction product. The product is: [NH2:9][C:10]1[CH:15]=[CH:14][C:13]([CH2:16][C:17]#[N:18])=[CH:12][C:11]=1[Cl:1].